This data is from Reaction yield outcomes from USPTO patents with 853,638 reactions. The task is: Predict the reaction yield, written as a fraction of the theoretical maximum amount of product (1.0 means a 100% yield; for example, 0.34 means a 34% yield). (1) The yield is 0.875. The catalyst is O1CCCC1.[Cu]Br.C1(C)C=CC=CC=1. The product is [C:1]([P:5]([C:6]([CH3:9])([CH3:8])[CH3:7])[C:23]1[CH:22]=[CH:21][CH:20]=[CH:19][C:18]=1[C:13]1[CH:12]=[CH:17][CH:16]=[CH:15][CH:14]=1)([CH3:4])([CH3:3])[CH3:2]. The reactants are [C:1]([P:5](Cl)[C:6]([CH3:9])([CH3:8])[CH3:7])([CH3:4])([CH3:3])[CH3:2].Br[C:12]1[CH:17]=[CH:16][CH:15]=[CH:14][C:13]=1[C:18]1[CH:23]=[CH:22][CH:21]=[CH:20][CH:19]=1.[Mg].S(=O)(=O)(O)O. (2) The product is [F:34][C:30]1[CH:29]=[C:28]([N:15]([CH2:14][CH:9]([OH:8])[C:10]([F:11])([F:12])[F:13])[C:16](=[O:27])[C:17]2[CH:22]=[CH:21][CH:20]=[C:19]([C:23]([F:26])([F:25])[F:24])[CH:18]=2)[CH:33]=[CH:32][CH:31]=1. The reactants are FC(F)(F)C1C=C(C=CC=1)C([O:8][CH:9]([CH2:14][N:15]([C:28]1[CH:33]=[CH:32][CH:31]=[C:30]([F:34])[CH:29]=1)[C:16](=[O:27])[C:17]1[CH:22]=[CH:21][CH:20]=[C:19]([C:23]([F:26])([F:25])[F:24])[CH:18]=1)[C:10]([F:13])([F:12])[F:11])=O.N. The yield is 0.610. The catalyst is CO.